From a dataset of Catalyst prediction with 721,799 reactions and 888 catalyst types from USPTO. Predict which catalyst facilitates the given reaction. (1) Reactant: [CH3:1][NH:2][C:3]1[CH:12]=[CH:11][C:10]2[CH2:9][CH2:8][CH2:7][CH2:6][C:5]=2[C:4]=1[N+:13]([O-])=O.[H][H]. Product: [CH3:1][NH:2][C:3]1[C:4]([NH2:13])=[C:5]2[C:10](=[CH:11][CH:12]=1)[CH2:9][CH2:8][CH2:7][CH2:6]2. The catalyst class is: 19. (2) Reactant: [CH2:1]([O:8][C:9](=[O:29])[NH:10][C@@H:11]1[CH2:16][CH2:15][CH2:14][CH2:13][C@H:12]1[CH2:17][NH:18][CH2:19][CH2:20][CH2:21][C:22]1[CH:27]=[CH:26][C:25]([F:28])=[CH:24][CH:23]=1)[C:2]1[CH:7]=[CH:6][CH:5]=[CH:4][CH:3]=1.[C:30]([O:34][C:35](O[C:35]([O:34][C:30]([CH3:33])([CH3:32])[CH3:31])=[O:36])=[O:36])([CH3:33])([CH3:32])[CH3:31].C1COCC1. Product: [CH2:1]([O:8][C:9](=[O:29])[NH:10][C@@H:11]1[CH2:16][CH2:15][CH2:14][CH2:13][C@H:12]1[CH2:17][N:18]([C:35]([O:34][C:30]([CH3:33])([CH3:32])[CH3:31])=[O:36])[CH2:19][CH2:20][CH2:21][C:22]1[CH:23]=[CH:24][C:25]([F:28])=[CH:26][CH:27]=1)[C:2]1[CH:7]=[CH:6][CH:5]=[CH:4][CH:3]=1. The catalyst class is: 6. (3) Reactant: [CH:1]1[C:11]2[CH2:10][C:9]3([CH2:15][CH2:14][CH:13]([N:16]4[CH2:21][CH2:20][CH2:19][C@@H:18]([C:22]([O:24]CC)=[O:23])[CH2:17]4)[CH2:12]3)[C:8]3[CH:27]=[CH:28][CH:29]=[CH:30][C:7]=3[O:6][C:5]=2[CH:4]=[CH:3][CH:2]=1.[OH-].[K+]. Product: [CH:1]1[C:11]2[CH2:10][C:9]3([CH2:15][CH2:14][CH:13]([N:16]4[CH2:21][CH2:20][CH2:19][C@@H:18]([C:22]([OH:24])=[O:23])[CH2:17]4)[CH2:12]3)[C:8]3[CH:27]=[CH:28][CH:29]=[CH:30][C:7]=3[O:6][C:5]=2[CH:4]=[CH:3][CH:2]=1. The catalyst class is: 88. (4) Reactant: [CH3:1][O:2][C:3](=[O:16])[CH:4]=[CH:5][C:6]1[CH:11]=[CH:10][CH:9]=[C:8]([S:12](Cl)(=[O:14])=[O:13])[CH:7]=1.[CH3:17][O:18][C:19]1[CH:20]=[C:21]([NH2:25])[CH:22]=[CH:23][CH:24]=1.C([O-])(O)=O.[Na+]. Product: [CH3:1][O:2][C:3](=[O:16])[CH:4]=[CH:5][C:6]1[CH:11]=[CH:10][CH:9]=[C:8]([S:12](=[O:14])(=[O:13])[NH:25][C:21]2[CH:22]=[CH:23][CH:24]=[C:19]([O:18][CH3:17])[CH:20]=2)[CH:7]=1. The catalyst class is: 38. (5) Reactant: Cl[C:2]1[N:7]2[CH:8]=[CH:9][N:10]=[C:6]2[CH:5]=[C:4]([C:11]2[CH:16]=[CH:15][C:14]([O:17][CH3:18])=[C:13]([O:19][CH3:20])[CH:12]=2)[N:3]=1.[NH2:21][C:22]1[CH:29]=[CH:28][C:25]([C:26]#[N:27])=[CH:24][CH:23]=1.CC(O)C.Cl. Product: [CH3:20][O:19][C:13]1[CH:12]=[C:11]([C:4]2[N:3]=[C:2]([NH:21][C:22]3[CH:29]=[CH:28][C:25]([C:26]#[N:27])=[CH:24][CH:23]=3)[N:7]3[CH:8]=[CH:9][N:10]=[C:6]3[CH:5]=2)[CH:16]=[CH:15][C:14]=1[O:17][CH3:18]. The catalyst class is: 6. (6) Reactant: [C:1]([O:5][C:6]([N:8]([CH2:23][CH:24]1[CH2:26][CH2:25]1)[C@@H:9]1[CH2:11][C@H:10]1[C:12]1[CH:13]=[C:14]([CH:19]=[CH:20][C:21]=1[F:22])[C:15]([O:17]C)=[O:16])=[O:7])([CH3:4])([CH3:3])[CH3:2].[OH-].[Na+]. The catalyst class is: 200. Product: [C:1]([O:5][C:6]([N:8]([CH2:23][CH:24]1[CH2:25][CH2:26]1)[C@@H:9]1[CH2:11][C@H:10]1[C:12]1[CH:13]=[C:14]([CH:19]=[CH:20][C:21]=1[F:22])[C:15]([OH:17])=[O:16])=[O:7])([CH3:4])([CH3:2])[CH3:3]. (7) Reactant: C[O:2][C:3]([C:5]1[N:6]([CH3:16])[CH:7]=[C:8]([C:10]2[CH:15]=[CH:14][CH:13]=[CH:12][CH:11]=2)[CH:9]=1)=[O:4].[Li+].[OH-].O. Product: [CH3:16][N:6]1[CH:7]=[C:8]([C:10]2[CH:15]=[CH:14][CH:13]=[CH:12][CH:11]=2)[CH:9]=[C:5]1[C:3]([OH:4])=[O:2]. The catalyst class is: 87. (8) Reactant: [S:1]1[C:5]2[CH:6]=[CH:7][CH:8]=[C:9]([O:10][C:11]3[CH:16]=[CH:15][C:14]([NH:17][C:18]4[C:19]5[N:26]([CH2:27][CH2:28][OH:29])[CH:25]=[CH:24][C:20]=5[N:21]=[CH:22][N:23]=4)=[CH:13][C:12]=3[Cl:30])[C:4]=2[CH:3]=[N:2]1.[C:31](OC(=O)C)(=[O:33])[CH3:32].C(N(CC)CC)C.C(=O)([O-])O.[Na+]. Product: [ClH:30].[S:1]1[C:5]2[CH:6]=[CH:7][CH:8]=[C:9]([O:10][C:11]3[CH:16]=[CH:15][C:14]([NH:17][C:18]4[C:19]5[N:26]([CH2:27][CH2:28][O:29][C:31](=[O:33])[CH3:32])[CH:25]=[CH:24][C:20]=5[N:21]=[CH:22][N:23]=4)=[CH:13][C:12]=3[Cl:30])[C:4]=2[CH:3]=[N:2]1. The catalyst class is: 7. (9) The catalyst class is: 9. Product: [C:10]([C:9]1[CH:8]=[C:7]([C:5]2[N:6]=[C:2]([N:18]3[CH2:17][CH2:16][N:15]([C:21]([O:23][C:24]([CH3:27])([CH3:26])[CH3:25])=[O:22])[CH2:20][CH2:19]3)[S:3][CH:4]=2)[CH:14]=[CH:13][CH:12]=1)#[N:11]. Reactant: Br[C:2]1[S:3][CH:4]=[C:5]([C:7]2[CH:8]=[C:9]([CH:12]=[CH:13][CH:14]=2)[C:10]#[N:11])[N:6]=1.[N:15]1([C:21]([O:23][C:24]([CH3:27])([CH3:26])[CH3:25])=[O:22])[CH2:20][CH2:19][NH:18][CH2:17][CH2:16]1.C(=O)([O-])[O-].[K+].[K+].O. (10) Reactant: F[C:2]1[CH:9]=[CH:8][C:5]([C:6]#[N:7])=[CH:4][C:3]=1[N+:10]([O-:12])=[O:11].[CH2:13]([NH2:18])[CH2:14][CH:15]([CH3:17])[CH3:16]. Product: [CH2:13]([NH:18][C:2]1[CH:9]=[CH:8][C:5]([C:6]#[N:7])=[CH:4][C:3]=1[N+:10]([O-:12])=[O:11])[CH2:14][CH:15]([CH3:17])[CH3:16]. The catalyst class is: 10.